From a dataset of Forward reaction prediction with 1.9M reactions from USPTO patents (1976-2016). Predict the product of the given reaction. (1) Given the reactants [CH3:1][N:2]([CH:10]1[CH2:14][CH2:13][N:12]([CH2:15][CH2:16][C:17]2[C:26]3[C:21](=[CH:22][CH:23]=[C:24]([O:27][CH3:28])[N:25]=3)[N:20]=[CH:19][CH:18]=2)[CH2:11]1)C(=O)OC(C)(C)C.Cl, predict the reaction product. The product is: [CH3:1][NH:2][CH:10]1[CH2:14][CH2:13][N:12]([CH2:15][CH2:16][C:17]2[C:26]3[C:21](=[CH:22][CH:23]=[C:24]([O:27][CH3:28])[N:25]=3)[N:20]=[CH:19][CH:18]=2)[CH2:11]1. (2) Given the reactants [F:1][C:2]([F:17])([F:16])[CH2:3][N:4]1[C:13](=[O:14])[C:12]2[C:7](=[CH:8][CH:9]=[CH:10][CH:11]=2)[NH:6][C:5]1=[O:15].CC(N=P(N1CCCC1)(N1CCCC1)N1CCCC1)(C)C.[C:39]([O:43][C:44](=[O:65])[NH:45][CH2:46][C:47]1[CH:64]=[CH:63][C:50]2[N:51]([CH2:56][CH2:57][CH2:58][S:59]([CH3:62])(=[O:61])=[O:60])[C:52]([CH2:54]Cl)=[N:53][C:49]=2[CH:48]=1)([CH3:42])([CH3:41])[CH3:40], predict the reaction product. The product is: [C:39]([O:43][C:44](=[O:65])[NH:45][CH2:46][C:47]1[CH:64]=[CH:63][C:50]2[N:51]([CH2:56][CH2:57][CH2:58][S:59]([CH3:62])(=[O:60])=[O:61])[C:52]([CH2:54][N:6]3[C:7]4[C:12](=[CH:11][CH:10]=[CH:9][CH:8]=4)[C:13](=[O:14])[N:4]([CH2:3][C:2]([F:1])([F:16])[F:17])[C:5]3=[O:15])=[N:53][C:49]=2[CH:48]=1)([CH3:42])([CH3:40])[CH3:41]. (3) Given the reactants [NH2:1][C:2]1[C:3]([Cl:12])=[C:4]([CH:9]=[CH:10][CH:11]=1)[C:5]([O:7]C)=O.[F:13][C:14]1[CH:19]=[CH:18][C:17]([F:20])=[CH:16][C:15]=1[S:21](Cl)(=[O:23])=[O:22].[Li+].C[Si]([N-][Si](C)(C)C)(C)C.[Cl:35][C:36]1[N:41]=[C:40]([CH3:42])[CH:39]=[CH:38][N:37]=1, predict the reaction product. The product is: [Cl:12][C:3]1[C:4](/[C:5](/[OH:7])=[CH:42]\[C:40]2[CH:39]=[CH:38][N:37]=[C:36]([Cl:35])[N:41]=2)=[CH:9][CH:10]=[CH:11][C:2]=1[NH:1][S:21]([C:15]1[CH:16]=[C:17]([F:20])[CH:18]=[CH:19][C:14]=1[F:13])(=[O:23])=[O:22]. (4) The product is: [CH2:1]([N:8]1[C:13](=[O:14])[C:12]2=[CH:15][CH:16]=[CH:17][N:11]2[N:10]=[C:9]1[CH:18]([N:21]([CH:22]1[CH2:27][CH2:26][CH2:25][CH2:24][CH2:23]1)[C:33](=[O:34])[C:32]1[CH:36]=[CH:37][C:29]([Cl:28])=[CH:30][CH:31]=1)[CH2:19][CH3:20])[C:2]1[CH:3]=[CH:4][CH:5]=[CH:6][CH:7]=1. Given the reactants [CH2:1]([N:8]1[C:13](=[O:14])[C:12]2=[CH:15][CH:16]=[CH:17][N:11]2[N:10]=[C:9]1[CH:18]([NH:21][CH:22]1[CH2:27][CH2:26][CH2:25][CH2:24][CH2:23]1)[CH2:19][CH3:20])[C:2]1[CH:7]=[CH:6][CH:5]=[CH:4][CH:3]=1.[Cl:28][C:29]1[CH:37]=[CH:36][C:32]([C:33](Cl)=[O:34])=[CH:31][CH:30]=1.C(N(CC)CC)C, predict the reaction product. (5) Given the reactants C[N:2]1[CH2:7][CH2:6][O:5]C[CH2:3]1.[C:8]([O:12][C:13]([NH:15][C@@H:16]([C@@H:20]([CH3:23])[CH2:21][CH3:22])[C:17]([OH:19])=O)=[O:14])([CH3:11])([CH3:10])[CH3:9].CN(C(ON1N=NC2C=CC=CC1=2)=[N+](C)C)C.[B-](F)(F)(F)F.Cl.N1CC(O)C1, predict the reaction product. The product is: [OH:5][CH:6]1[CH2:7][N:2]([C:17](=[O:19])[C@@H:16]([NH:15][C:13](=[O:14])[O:12][C:8]([CH3:9])([CH3:10])[CH3:11])[C@@H:20]([CH3:23])[CH2:21][CH3:22])[CH2:3]1. (6) Given the reactants [CH2:1]([C:8]1[C:9]([NH:22][C:23](=[O:31])[CH2:24][C:25]2[CH:30]=[CH:29][CH:28]=[CH:27][CH:26]=2)=[N:10][CH:11]=[C:12]([C:14]2[CH:19]=[CH:18][C:17]([O:20]C)=[CH:16][CH:15]=2)[N:13]=1)[C:2]1[CH:7]=[CH:6][CH:5]=[CH:4][CH:3]=1.B(Br)(Br)Br.C(=O)(O)[O-].[Na+], predict the reaction product. The product is: [CH2:1]([C:8]1[C:9]([NH:22][C:23](=[O:31])[CH2:24][C:25]2[CH:26]=[CH:27][CH:28]=[CH:29][CH:30]=2)=[N:10][CH:11]=[C:12]([C:14]2[CH:19]=[CH:18][C:17]([OH:20])=[CH:16][CH:15]=2)[N:13]=1)[C:2]1[CH:7]=[CH:6][CH:5]=[CH:4][CH:3]=1.